Task: Binary Classification. Given a drug SMILES string, predict its activity (active/inactive) in a high-throughput screening assay against a specified biological target.. Dataset: HIV replication inhibition screening data with 41,000+ compounds from the AIDS Antiviral Screen (1) The compound is CN(C)C(n1cc2c(c1)-c1ccc(Cl)cc1C(c1ccccc1F)=NC2)n1cc2c(c1)-c1ccc(Cl)cc1C(c1ccccc1F)=NC2. The result is 0 (inactive). (2) The compound is CCCCCCCC(=O)OCC1OC(n2cc(F)c(=O)[nH]c2=O)C(N)C(OC(=O)CCCCCCC)C1O. The result is 0 (inactive). (3) The molecule is O=S(Cc1ccccn1)c1nc2ccccc2nc1-c1ccccc1. The result is 0 (inactive).